Dataset: Full USPTO retrosynthesis dataset with 1.9M reactions from patents (1976-2016). Task: Predict the reactants needed to synthesize the given product. (1) Given the product [Cl:1][C:2]1[CH:7]=[C:6]([C:22]2[CH:23]=[CH:24][C:25]([CH3:26])=[C:20]([F:19])[CH:21]=2)[CH:5]=[CH:4][N:3]=1, predict the reactants needed to synthesize it. The reactants are: [Cl:1][C:2]1[CH:7]=[C:6](Br)[CH:5]=[CH:4][N:3]=1.C1(C)C=CC=CC=1.CCO.[F:19][C:20]1[CH:21]=[C:22](B(O)O)[CH:23]=[CH:24][C:25]=1[CH3:26].C([O-])([O-])=O.[K+].[K+]. (2) Given the product [N:5]1([C:34]([C:21]2[C:22]3[CH2:31][S:30](=[O:32])(=[O:33])[C:29]4[CH:28]=[CH:27][CH:26]=[CH:25][C:24]=4[C:23]=3[N:19]([C:15]3[CH:14]=[C:13]([CH2:12][OH:11])[CH:18]=[CH:17][CH:16]=3)[N:20]=2)=[O:35])[CH2:10][CH2:9][O:8][CH2:7][CH2:6]1, predict the reactants needed to synthesize it. The reactants are: [Cl-].[Al+3].[Cl-].[Cl-].[NH:5]1[CH2:10][CH2:9][O:8][CH2:7][CH2:6]1.[OH:11][CH2:12][C:13]1[CH:14]=[C:15]([N:19]2[C:23]3[C:24]4[CH:25]=[CH:26][CH:27]=[CH:28][C:29]=4[S:30](=[O:33])(=[O:32])[CH2:31][C:22]=3[C:21]([C:34](OCC)=[O:35])=[N:20]2)[CH:16]=[CH:17][CH:18]=1.O. (3) Given the product [OH:8][N:9]1[C:14]2[N:15]=[CH:16][N:17]=[C:18]([CH3:19])[C:13]=2[C:12]([NH:20][CH2:21][C:22]2[CH:27]=[CH:26][CH:25]=[C:24]([C:28]([F:31])([F:30])[F:29])[CH:23]=2)=[CH:11][C:10]1=[O:32], predict the reactants needed to synthesize it. The reactants are: C([O:8][N:9]1[C:14]2[N:15]=[CH:16][N:17]=[C:18]([CH3:19])[C:13]=2[C:12]([NH:20][CH2:21][C:22]2[CH:27]=[CH:26][CH:25]=[C:24]([C:28]([F:31])([F:30])[F:29])[CH:23]=2)=[CH:11][C:10]1=[O:32])C1C=CC=CC=1.[H][H]. (4) Given the product [N:22]1([C:27]2[CH:28]=[C:29]([C:33]3([NH:38][CH2:13][CH:11]([OH:12])[CH:10]([NH:14][C:15](=[O:21])[O:16][C:17]([CH3:20])([CH3:19])[CH3:18])[CH2:9][C:4]4[CH:3]=[C:2]([F:1])[CH:7]=[C:6]([F:8])[CH:5]=4)[CH2:35][CH:34]3[CH2:36][CH3:37])[CH:30]=[CH:31][CH:32]=2)[CH:26]=[CH:25][CH:24]=[N:23]1, predict the reactants needed to synthesize it. The reactants are: [F:1][C:2]1[CH:3]=[C:4]([CH2:9][CH:10]([NH:14][C:15](=[O:21])[O:16][C:17]([CH3:20])([CH3:19])[CH3:18])[CH:11]2[CH2:13][O:12]2)[CH:5]=[C:6]([F:8])[CH:7]=1.[N:22]1([C:27]2[CH:28]=[C:29]([C:33]3([NH2:38])[CH2:35][CH:34]3[CH2:36][CH3:37])[CH:30]=[CH:31][CH:32]=2)[CH:26]=[CH:25][CH:24]=[N:23]1.C(N(CC)C(C)C)(C)C.C(NC(=O)[O-])C. (5) Given the product [Cl:9][C:4]1[N:3]=[C:2]([NH:7][C:14]2[CH:16]=[CH:17][C:11]([Cl:10])=[CH:12][CH:13]=2)[CH:19]=[C:6]([NH2:8])[CH:5]=1, predict the reactants needed to synthesize it. The reactants are: Cl[C:2]1[N:7]=[C:6]([NH2:8])[CH:5]=[C:4]([Cl:9])[N:3]=1.[Cl:10][C:11]1[CH:17]=[CH:16][C:14](N)=[CH:13][CH:12]=1.O1CCOC[CH2:19]1. (6) The reactants are: Cl[C:2]1[CH:3]=[CH:4][N:5]=[C:6]2[C:11]=1[N:10]=[C:9]([C:12]1[CH:13]=[C:14]([NH:18][S:19]([C:22]3[CH:27]=[CH:26][CH:25]=[CH:24][CH:23]=3)(=[O:21])=[O:20])[CH:15]=[N:16][CH:17]=1)[CH:8]=[CH:7]2.Cl.[CH3:29][N:30]([CH2:32][C:33]1[CH:38]=[CH:37][C:36](B(O)O)=[CH:35][CH:34]=1)[CH3:31]. Given the product [CH3:29][N:30]([CH2:32][C:33]1[CH:38]=[CH:37][C:36]([C:2]2[CH:3]=[CH:4][N:5]=[C:6]3[C:11]=2[N:10]=[C:9]([C:12]2[CH:13]=[C:14]([NH:18][S:19]([C:22]4[CH:23]=[CH:24][CH:25]=[CH:26][CH:27]=4)(=[O:20])=[O:21])[CH:15]=[N:16][CH:17]=2)[CH:8]=[CH:7]3)=[CH:35][CH:34]=1)[CH3:31], predict the reactants needed to synthesize it. (7) The reactants are: OS(O)(=O)=O.N([O-])=O.[Na+].N[C:11]1[C:12]([Cl:20])=[C:13]([C:16]([Cl:19])=[CH:17][CH:18]=1)[C:14]#[N:15].[BrH:21]. Given the product [Br:21][C:11]1[C:12]([Cl:20])=[C:13]([C:16]([Cl:19])=[CH:17][CH:18]=1)[C:14]#[N:15], predict the reactants needed to synthesize it. (8) Given the product [CH2:1]([O:8][C:9]1[CH:10]=[CH:11][C:12]([C@@H:20]([O:23][Si:24]([C:27]([CH3:30])([CH3:29])[CH3:28])([CH3:26])[CH3:25])[CH2:21][NH:41][CH2:40][CH2:39][CH2:38][CH2:37][CH2:36][CH2:35][O:34][CH2:33][C:32]([F:31])([F:48])[C:42]2[CH:43]=[CH:44][CH:45]=[CH:46][CH:47]=2)=[C:13]2[C:18]=1[NH:17][C:16](=[O:19])[CH:15]=[CH:14]2)[C:2]1[CH:7]=[CH:6][CH:5]=[CH:4][CH:3]=1, predict the reactants needed to synthesize it. The reactants are: [CH2:1]([O:8][C:9]1[CH:10]=[CH:11][C:12]([C@@H:20]([O:23][Si:24]([C:27]([CH3:30])([CH3:29])[CH3:28])([CH3:26])[CH3:25])[CH2:21]Br)=[C:13]2[C:18]=1[NH:17][C:16](=[O:19])[CH:15]=[CH:14]2)[C:2]1[CH:7]=[CH:6][CH:5]=[CH:4][CH:3]=1.[F:31][C:32]([F:48])([C:42]1[CH:47]=[CH:46][CH:45]=[CH:44][CH:43]=1)[CH2:33][O:34][CH2:35][CH2:36][CH2:37][CH2:38][CH2:39][CH2:40][NH2:41].C(=O)(O)[O-].[Na+].[I-].[Na+]. (9) Given the product [NH2:20][C:19]1[C:11]2[C:12]3[C:13]4[CH:18]=[CH:17][CH:16]=[CH:15][C:14]=4[N:5]([OH:4])[C:6](=[O:31])[C:7]=3[C:8]([C:23]3[CH:28]=[CH:27][C:26]([O:29][CH3:30])=[CH:25][CH:24]=3)=[N:9][C:10]=2[NH:3][N:2]=1, predict the reactants needed to synthesize it. The reactants are: O.[NH2:2][NH2:3].[OH:4][N:5]1[C:14]2[CH:15]=[CH:16][CH:17]=[CH:18][C:13]=2[C:12]2[C:11]([C:19]#[N:20])=[C:10](SC)[N:9]=[C:8]([C:23]3[CH:28]=[CH:27][C:26]([O:29][CH3:30])=[CH:25][CH:24]=3)[C:7]=2[C:6]1=[O:31]. (10) The reactants are: [CH3:1][C:2]1[CH:6]=[C:5]([C:7]([OH:9])=O)[NH:4][N:3]=1.CCN(C(C)C)C(C)C.CCN=C=NCCCN(C)C.C1C=CC2N(O)N=NC=2C=1.[Cl:40][C:41]1[CH:42]=[C:43]([C:48]2[CH:52]=[CH:51][N:50]([CH2:53][CH2:54][NH2:55])[N:49]=2)[CH:44]=[CH:45][C:46]=1[Cl:47]. Given the product [Cl:40][C:41]1[CH:42]=[C:43]([C:48]2[CH:52]=[CH:51][N:50]([CH2:53][CH2:54][NH:55][C:7]([C:5]3[NH:4][N:3]=[C:2]([CH3:1])[CH:6]=3)=[O:9])[N:49]=2)[CH:44]=[CH:45][C:46]=1[Cl:47], predict the reactants needed to synthesize it.